From a dataset of Full USPTO retrosynthesis dataset with 1.9M reactions from patents (1976-2016). Predict the reactants needed to synthesize the given product. (1) Given the product [CH2:23]([C:5]1([CH2:15][CH2:16][CH2:17][CH2:18][CH2:19][CH2:20][CH2:21][CH3:22])[C:4]2[CH:3]=[C:2]([C:36]([OH:38])=[O:37])[CH:14]=[CH:13][C:12]=2[C:11]2[C:6]1=[CH:7][CH:8]=[CH:9][CH:10]=2)[CH2:24][CH2:25][CH2:26][CH2:27][CH2:28][CH2:29][CH3:30], predict the reactants needed to synthesize it. The reactants are: Br[C:2]1[CH:14]=[CH:13][C:12]2[C:11]3[C:6](=[CH:7][CH:8]=[CH:9][CH:10]=3)[C:5]([CH2:23][CH2:24][CH2:25][CH2:26][CH2:27][CH2:28][CH2:29][CH3:30])([CH2:15][CH2:16][CH2:17][CH2:18][CH2:19][CH2:20][CH2:21][CH3:22])[C:4]=2[CH:3]=1.C([Li])CCC.[C:36](=[O:38])=[O:37].Cl. (2) Given the product [CH3:13][N:12]([CH2:11][C@H:9]1[CH2:10][C@@H:8]1[C:5]1[CH:6]=[CH:7][C:2]([N:16]2[C:17](=[O:21])[CH:18]=[CH:19][CH:20]=[N:15]2)=[CH:3][CH:4]=1)[CH3:14], predict the reactants needed to synthesize it. The reactants are: Br[C:2]1[CH:7]=[CH:6][C:5]([C@H:8]2[CH2:10][C@@H:9]2[CH2:11][N:12]([CH3:14])[CH3:13])=[CH:4][CH:3]=1.[N:15]1[NH:16][C:17](=[O:21])[CH:18]=[CH:19][CH:20]=1. (3) Given the product [I:10][C:7]1[CH:8]=[CH:9][C:2]([N:15]2[CH:16]=[C:12]([CH3:11])[N:13]=[CH:14]2)=[C:3]([CH:6]=1)[C:4]#[N:5], predict the reactants needed to synthesize it. The reactants are: F[C:2]1[CH:9]=[CH:8][C:7]([I:10])=[CH:6][C:3]=1[C:4]#[N:5].[CH3:11][C:12]1[N:13]=[CH:14][NH:15][CH:16]=1.C(=O)([O-])[O-].[K+].[K+].IC1C=CC(N2C(C)=CN=C2)=C(C=1)C#N. (4) The reactants are: [C:1]([O:5][C:6]([N:8]1[C:12]2[CH:13]=[CH:14][C:15](Br)=[CH:16][C:11]=2[N:10]=[C:9]1[CH2:18][O:19][C:20]1[CH:25]=[CH:24][C:23]([C:26]([F:29])([F:28])[F:27])=[CH:22][CH:21]=1)=[O:7])([CH3:4])([CH3:3])[CH3:2].C([O-])(=O)C.[K+].[B:35]1([B:35]2[O:39][C:38]([CH3:41])([CH3:40])[C:37]([CH3:43])([CH3:42])[O:36]2)[O:39][C:38]([CH3:41])([CH3:40])[C:37]([CH3:43])([CH3:42])[O:36]1. Given the product [C:1]([O:5][C:6]([N:8]1[C:12]2[CH:13]=[CH:14][C:15]([B:35]3[O:39][C:38]([CH3:41])([CH3:40])[C:37]([CH3:43])([CH3:42])[O:36]3)=[CH:16][C:11]=2[N:10]=[C:9]1[CH2:18][O:19][C:20]1[CH:25]=[CH:24][C:23]([C:26]([F:29])([F:28])[F:27])=[CH:22][CH:21]=1)=[O:7])([CH3:4])([CH3:3])[CH3:2], predict the reactants needed to synthesize it. (5) Given the product [C:16]([CH2:15][C:7]1[CH:8]=[C:9]([N+:12]([O-:14])=[O:13])[CH:10]=[CH:11][C:6]=1[C:3]([OH:5])=[O:4])([OH:18])=[O:17], predict the reactants needed to synthesize it. The reactants are: [OH-].[Na+].[C:3]([C:6]1[CH:11]=[CH:10][C:9]([N+:12]([O-:14])=[O:13])=[CH:8][C:7]=1[CH:15](C(OC)=O)[C:16]([O:18]C)=[O:17])([OH:5])=[O:4]. (6) Given the product [CH2:1]([O:8][C:9]1[CH:17]=[CH:16][CH:15]=[C:14]2[C:10]=1[CH:11]=[C:12]([C:30]([F:33])([F:32])[F:31])[N:13]2[C:18]([O:20][C:21]([CH3:24])([CH3:23])[CH3:22])=[O:19])[C:2]1[CH:7]=[CH:6][CH:5]=[CH:4][CH:3]=1, predict the reactants needed to synthesize it. The reactants are: [CH2:1]([O:8][C:9]1[CH:17]=[CH:16][CH:15]=[C:14]2[C:10]=1[CH:11]=[C:12](B(O)O)[N:13]2[C:18]([O:20][C:21]([CH3:24])([CH3:23])[CH3:22])=[O:19])[C:2]1[CH:7]=[CH:6][CH:5]=[CH:4][CH:3]=1.C[Si](C)(C)[C:30]([F:33])([F:32])[F:31]. (7) Given the product [S:15]([OH:19])([OH:18])(=[O:17])=[O:16].[CH2:1]([N:3]([CH2:12][CH2:13][OH:14])[C:4]1[CH:9]=[CH:8][C:7]([NH2:10])=[CH:6][C:5]=1[CH3:11])[CH3:2], predict the reactants needed to synthesize it. The reactants are: [CH2:1]([N:3]([CH2:12][CH2:13][OH:14])[C:4]1[CH:9]=[CH:8][C:7]([NH2:10])=[CH:6][C:5]=1[CH3:11])[CH3:2].[S:15](=[O:19])(=[O:18])([OH:17])[OH:16]. (8) Given the product [O:2]1[C:1]([C:3]2[CH:4]=[C:5]([CH:9]=[CH:10][CH:11]=2)[C:6]([OH:8])=[O:7])=[CH:23][N:22]=[CH:21]1, predict the reactants needed to synthesize it. The reactants are: [CH:1]([C:3]1[CH:4]=[C:5]([CH:9]=[CH:10][CH:11]=1)[C:6]([OH:8])=[O:7])=[O:2].C1(C)C=CC(S([CH2:21][N+:22]#[C-:23])(=O)=O)=CC=1.C(=O)([O-])[O-].[K+].[K+]. (9) Given the product [C:1]([N:8]([CH2:16][C:17]1[CH:26]=[CH:25][C:20]([C:21]([OH:23])=[O:22])=[CH:19][N:18]=1)[CH2:9][C:10]1[CH:15]=[CH:14][CH:13]=[CH:12][N:11]=1)([O:3][C:4]([CH3:7])([CH3:6])[CH3:5])=[O:2], predict the reactants needed to synthesize it. The reactants are: [C:1]([N:8]([CH2:16][C:17]1[CH:26]=[CH:25][C:20]([C:21]([O:23]C)=[O:22])=[CH:19][N:18]=1)[CH2:9][C:10]1[CH:15]=[CH:14][CH:13]=[CH:12][N:11]=1)([O:3][C:4]([CH3:7])([CH3:6])[CH3:5])=[O:2].[OH-].[Na+]. (10) Given the product [F:1][C:2]1[CH:7]=[C:6]([I:8])[CH:5]=[CH:4][C:3]=1[NH:9][C:10]1[C:11]([NH:21][S:22]([C:25]2([CH2:28][OH:29])[CH2:27][CH2:26]2)(=[O:24])=[O:23])=[C:12]2[O:20][CH2:19][CH2:18][N:13]2[C:14](=[O:17])[C:15]=1[CH3:16], predict the reactants needed to synthesize it. The reactants are: [F:1][C:2]1[CH:7]=[C:6]([I:8])[CH:5]=[CH:4][C:3]=1[NH:9][C:10]1[C:11]([NH:21][S:22]([C:25]2([CH2:28][O:29]CC3C=CC=CC=3)[CH2:27][CH2:26]2)(=[O:24])=[O:23])=[C:12]2[O:20][CH2:19][CH2:18][N:13]2[C:14](=[O:17])[C:15]=1[CH3:16].B(F)(F)F.CCOCC.C(S)C.